From a dataset of Reaction yield outcomes from USPTO patents with 853,638 reactions. Predict the reaction yield, written as a fraction of the theoretical maximum amount of product (1.0 means a 100% yield; for example, 0.34 means a 34% yield). (1) The reactants are [Cl:1][C:2]1[N:7]([CH3:8])[C:6](=[O:9])[C:5]([O:10]C)=[CH:4][N:3]=1.B(Br)(Br)Br. The catalyst is C(Cl)Cl. The product is [Cl:1][C:2]1[N:7]([CH3:8])[C:6](=[O:9])[C:5]([OH:10])=[CH:4][N:3]=1. The yield is 1.00. (2) The reactants are [CH:1](=[C:4]1[CH2:8][CH2:7][CH2:6][C:5]1=[O:9])[CH2:2][CH3:3].B(F)(F)F.[CH2:14]=[CH:15][C:16](=C)[CH3:17].[C:19]1(C)C=CC=CC=1. No catalyst specified. The product is [CH2:15]([CH:16]1[C:4]2([C:5](=[O:9])[CH2:6][CH2:7][CH2:8]2)[CH2:1][CH:2]=[C:3]([CH3:19])[CH2:17]1)[CH3:14]. The yield is 0.860. (3) The reactants are [H-].[Na+].[CH3:3][NH:4][C:5](=[O:10])[C:6]([F:9])([F:8])[F:7].Br[CH2:12][CH2:13][CH2:14][CH2:15][CH:16]=[CH2:17].O. The catalyst is CN(C=O)C. The product is [F:7][C:6]([F:9])([F:8])[C:5]([N:4]([CH2:17][CH2:16][CH2:15][CH2:14][CH:13]=[CH2:12])[CH3:3])=[O:10]. The yield is 0.560. (4) The reactants are [CH2:1]([O:8][CH2:9][C@H:10]1[O:17][C@@H:14]([O:15][CH3:16])[C@H:13]([O:18]CC2C=CC(I)=CC=2)[C@@H:12]([O:27][CH2:28][C:29]2[CH:34]=[CH:33][C:32]([Br:35])=[CH:31][CH:30]=2)[C@@H:11]1[O:36][CH2:37][C:38]1[CH:43]=[CH:42][C:41]([Cl:44])=[CH:40][CH:39]=1)[C:2]1[CH:7]=[CH:6][CH:5]=[CH:4][CH:3]=1.CNC1C=CC=CC=1.CC([O-])(C)C.[Na+]. The catalyst is C1COCC1.C1C=CC(/C=C/C(/C=C/C2C=CC=CC=2)=O)=CC=1.C1C=CC(/C=C/C(/C=C/C2C=CC=CC=2)=O)=CC=1.C1C=CC(/C=C/C(/C=C/C2C=CC=CC=2)=O)=CC=1.[Pd].[Pd]. The product is [CH2:1]([O:8][CH2:9][C@H:10]1[O:17][C@@H:14]([O:15][CH3:16])[C@H:13]([OH:18])[C@@H:12]([O:27][CH2:28][C:29]2[CH:34]=[CH:33][C:32]([Br:35])=[CH:31][CH:30]=2)[C@@H:11]1[O:36][CH2:37][C:38]1[CH:43]=[CH:42][C:41]([Cl:44])=[CH:40][CH:39]=1)[C:2]1[CH:3]=[CH:4][CH:5]=[CH:6][CH:7]=1. The yield is 0.840. (5) The product is [CH2:4]([C:11]1[NH:1][C:14]2=[N:15][C:16](=[O:25])[N:17]([CH2:19][CH2:20][CH2:21][CH2:22][C:23]#[N:24])[CH:18]=[C:13]2[CH:12]=1)[C:5]1[CH:10]=[CH:9][CH:8]=[CH:7][CH:6]=1. The reactants are [NH3:1].CO.[CH2:4]([C:11]1O[C:14]2=[N:15][C:16](=[O:25])[N:17]([CH2:19][CH2:20][CH2:21][CH2:22][C:23]#[N:24])[CH:18]=[C:13]2[CH:12]=1)[C:5]1[CH:10]=[CH:9][CH:8]=[CH:7][CH:6]=1. The yield is 0.440. No catalyst specified. (6) The yield is 0.780. The catalyst is CC(N(C)C)=O. The product is [CH2:6]([O:5][C:3]([C:2]1[C:1](=[O:9])[N:22]([CH2:21][C:20]2[CH:19]=[CH:18][C:17]([F:16])=[CH:35][CH:34]=2)[C:27]2[C:26]([C:25]=1[OH:24])=[CH:31][CH:30]=[CH:29][CH:28]=2)=[O:4])[CH3:7]. The reactants are [C:1]([O:9]CC)(=O)[CH2:2][C:3]([O:5][CH2:6][CH3:7])=[O:4].[H-].[Na+].[H][H].[F:16][C:17]1[CH:35]=[CH:34][C:20]([CH2:21][N:22]2[C:27]3[CH:28]=[CH:29][CH:30]=[CH:31][C:26]=3[C:25](=O)[O:24]C2=O)=[CH:19][CH:18]=1.Cl. (7) The reactants are [CH3:1][O:2][C:3]1[CH:4]=[C:5]([SH:11])[CH:6]=[C:7]([O:9][CH3:10])[CH:8]=1.CS(O[CH2:17][C@@H:18]1[C@:27]2([CH3:28])[C@H:22]([C:23]([CH3:30])([CH3:29])[CH2:24][CH2:25][CH2:26]2)[CH2:21][CH2:20][C@:19]1([OH:32])[CH3:31])(=O)=O.C([O-])([O-])=O.[Cs+].[Cs+]. The catalyst is CC#N. The product is [CH3:10][O:9][C:7]1[CH:6]=[C:5]([S:11][CH2:17][C@@H:18]2[C@:27]3([CH3:28])[C@H:22]([C:23]([CH3:30])([CH3:29])[CH2:24][CH2:25][CH2:26]3)[CH2:21][CH2:20][C@@:19]2([CH3:31])[OH:32])[CH:4]=[C:3]([O:2][CH3:1])[CH:8]=1. The yield is 0.600.